Dataset: Reaction yield outcomes from USPTO patents with 853,638 reactions. Task: Predict the reaction yield, written as a fraction of the theoretical maximum amount of product (1.0 means a 100% yield; for example, 0.34 means a 34% yield). (1) The reactants are [Na].[F:2][C:3]1[CH:8]=[C:7]([F:9])[CH:6]=[CH:5][C:4]=1[CH2:10][NH:11][C:12]([C:14]1[C:15](=[O:30])[C:16]([OH:29])=[C:17]2[C:22](=[O:23])[N:21]3[C@H:24]([CH3:27])[CH2:25][O:26][C@H:20]3[CH2:19][N:18]2[CH:28]=1)=[O:13].FC1C=C(F)C=CC=1CNC(C1C(=O)C(OCC2C=CC=CC=2)=C2C(=O)N3[C@H](C)CO[C@H]3CN2C=1)=O. The catalyst is CO.[Pd]. The product is [F:2][C:3]1[CH:8]=[C:7]([F:9])[CH:6]=[CH:5][C:4]=1[CH2:10][NH:11][C:12]([C:14]1[C:15](=[O:30])[C:16]([OH:29])=[C:17]2[C:22](=[O:23])[N:21]3[C@H:24]([CH3:27])[CH2:25][O:26][C@H:20]3[CH2:19][N:18]2[CH:28]=1)=[O:13]. The yield is 0.860. (2) The reactants are [CH3:1][O:2][C:3]1[CH:11]=[C:10]([C:12]([F:15])([F:14])[F:13])[CH:9]=[C:8]([O:16][CH3:17])[C:4]=1[C:5](O)=[O:6].S(Cl)([Cl:20])=O. The catalyst is C1(C)C=CC=CC=1. The product is [CH3:1][O:2][C:3]1[CH:11]=[C:10]([C:12]([F:15])([F:14])[F:13])[CH:9]=[C:8]([O:16][CH3:17])[C:4]=1[C:5]([Cl:20])=[O:6]. The yield is 0.989. (3) The reactants are [CH3:1]C(C)([O-])C.[K+].[I-].C[S+](C)(C)=O.[C:13]([O:17][C:18]([N:20]1[CH2:25][CH2:24][C:23](=[O:26])[CH2:22][CH2:21]1)=[O:19])([CH3:16])([CH3:15])[CH3:14].CC(OC)(C)C. The catalyst is COCCOC.CS(C)=O.C1COCC1.O. The product is [C:13]([O:17][C:18]([N:20]1[CH2:21][CH2:22][C:23]2([O:26][CH2:1]2)[CH2:24][CH2:25]1)=[O:19])([CH3:16])([CH3:14])[CH3:15]. The yield is 0.860. (4) The reactants are [NH2:1][C:2]1[CH:3]=[C:4]([N:8]([CH2:16][C:17]2[CH:22]=[CH:21][CH:20]=[C:19]([O:23][C:24]([F:29])([F:28])[CH:25]([F:27])[F:26])[CH:18]=2)[CH2:9][CH:10]([OH:15])[C:11]([F:14])([F:13])[F:12])[CH:5]=[CH:6][CH:7]=1.C(O)(=O)C.[CH:34](=O)[CH:35]([CH3:37])[CH3:36].[BH-](OC(C)=O)(OC(C)=O)OC(C)=O.[Na+]. The catalyst is ClC(Cl)C. The product is [CH3:34][CH:35]([CH3:37])[CH2:36][NH:1][C:2]1[CH:3]=[C:4]([N:8]([CH2:16][C:17]2[CH:22]=[CH:21][CH:20]=[C:19]([O:23][C:24]([F:28])([F:29])[CH:25]([F:26])[F:27])[CH:18]=2)[CH2:9][CH:10]([OH:15])[C:11]([F:14])([F:13])[F:12])[CH:5]=[CH:6][CH:7]=1. The yield is 0.290.